From a dataset of Catalyst prediction with 721,799 reactions and 888 catalyst types from USPTO. Predict which catalyst facilitates the given reaction. (1) Reactant: [OH:1][N:2]=[C:3]([C:5]1[C:9]([NH:10][CH2:11][CH2:12][O:13][CH3:14])=[N:8][O:7][N:6]=1)N.[ClH:15].[Cl-].[Na+].N([O-])=O.[Na+]. Product: [OH:1][N:2]=[C:3]([Cl:15])[C:5]1[C:9]([NH:10][CH2:11][CH2:12][O:13][CH3:14])=[N:8][O:7][N:6]=1. The catalyst class is: 84. (2) Reactant: [F:1][C:2]1[CH:7]=[CH:6][C:5]([NH:8][C:9]([C:11]2[C:20]3[C:15](=[CH:16][C:17]([CH2:21][C:22]4[CH:27]=[C:26](Cl)[N:25]=[CH:24][N:23]=4)=[CH:18][CH:19]=3)[CH:14]=[CH:13][CH:12]=2)=[O:10])=[CH:4][C:3]=1[C:29]([F:32])([F:31])[F:30].[CH3:33][NH2:34]. Product: [F:1][C:2]1[CH:7]=[CH:6][C:5]([NH:8][C:9]([C:11]2[C:20]3[C:15](=[CH:16][C:17]([CH2:21][C:22]4[CH:27]=[C:26]([NH:34][CH3:33])[N:25]=[CH:24][N:23]=4)=[CH:18][CH:19]=3)[CH:14]=[CH:13][CH:12]=2)=[O:10])=[CH:4][C:3]=1[C:29]([F:32])([F:31])[F:30]. The catalyst class is: 1.